From a dataset of Forward reaction prediction with 1.9M reactions from USPTO patents (1976-2016). Predict the product of the given reaction. (1) Given the reactants [CH3:1][C:2]1[N:7]=[N:6][C:5]([NH2:8])=[CH:4][CH:3]=1.[H-].[Na+].[N+](C1C=CC([O:20][C:21]([N:23]2[CH2:26][CH:25]([O:27][C:28]3[CH:33]=[CH:32][C:31]([C:34]4[CH:39]=[CH:38][CH:37]=[CH:36][C:35]=4[F:40])=[CH:30][N:29]=3)[CH2:24]2)=O)=CC=1)([O-])=O, predict the reaction product. The product is: [CH3:1][C:2]1[N:7]=[N:6][C:5]([NH:8][C:21]([N:23]2[CH2:24][CH:25]([O:27][C:28]3[CH:33]=[CH:32][C:31]([C:34]4[CH:39]=[CH:38][CH:37]=[CH:36][C:35]=4[F:40])=[CH:30][N:29]=3)[CH2:26]2)=[O:20])=[CH:4][CH:3]=1. (2) Given the reactants [C:1]1([C:7]2[CH:8]=[C:9]3[CH:15]=[CH:14][NH:13][C:10]3=[N:11][CH:12]=2)[CH:6]=[CH:5][CH:4]=[CH:3][CH:2]=1.[I:16]I.[OH-].[K+], predict the reaction product. The product is: [I:16][C:15]1[C:9]2[C:10](=[N:11][CH:12]=[C:7]([C:1]3[CH:2]=[CH:3][CH:4]=[CH:5][CH:6]=3)[CH:8]=2)[NH:13][CH:14]=1. (3) The product is: [Cl:35][C:33]1[CH:34]=[C:29](/[CH:28]=[CH:27]/[C:26]([N:23]2[CH2:22][CH2:21][CH:20]([NH:19][C:17](=[O:18])[CH2:16][CH2:15][CH2:14][C:12]3[N:11]=[N:10][NH:9][CH:13]=3)[CH2:25][CH2:24]2)=[O:37])[CH:30]=[C:31]([Cl:36])[CH:32]=1. Given the reactants C(OC[N:9]1[CH:13]=[C:12]([CH2:14][CH2:15][CH2:16][C:17]([NH:19][CH:20]2[CH2:25][CH2:24][N:23]([C:26](=[O:37])/[CH:27]=[CH:28]/[C:29]3[CH:34]=[C:33]([Cl:35])[CH:32]=[C:31]([Cl:36])[CH:30]=3)[CH2:22][CH2:21]2)=[O:18])[N:11]=[N:10]1)(=O)C(C)(C)C.[OH-].[Na+].Cl, predict the reaction product. (4) Given the reactants [Cl:1][C:2]1[C:3]([C:9]([F:12])([F:11])[F:10])=[N:4][C:5](Cl)=[CH:6][CH:7]=1.[F:13][C:14]1[CH:19]=[CH:18][C:17]([O:20][CH3:21])=[CH:16][C:15]=1B(O)O.C([O-])([O-])=O.[K+].[K+], predict the reaction product. The product is: [Cl:1][C:2]1[C:3]([C:9]([F:12])([F:11])[F:10])=[N:4][C:5]([C:15]2[CH:16]=[C:17]([O:20][CH3:21])[CH:18]=[CH:19][C:14]=2[F:13])=[CH:6][CH:7]=1. (5) Given the reactants C[O:2][C:3]([C:5]12[CH2:12][CH2:11][C:8](C(O)=O)([CH2:9][CH2:10]1)[CH2:7][CH2:6]2)=[O:4].C(P(CCCC)CCCC)CCC.CC(S)(C)C, predict the reaction product. The product is: [C:5]12([C:3]([OH:4])=[O:2])[CH2:12][CH2:11][CH:8]([CH2:9][CH2:10]1)[CH2:7][CH2:6]2. (6) Given the reactants [F:1][C:2]([F:35])([F:34])[C:3]1[CH:4]=[C:5]([NH:9][C:10]([N:12]2[C:20]3[C:15](=[CH:16][C:17]([O:21][C:22]4[CH:27]=[CH:26][N:25]=[C:24]([CH2:28]OS(C)(=O)=O)[CH:23]=4)=[CH:18][CH:19]=3)[CH:14]=[CH:13]2)=[O:11])[CH:6]=[CH:7][CH:8]=1.[CH:36]([NH2:39])([CH3:38])[CH3:37], predict the reaction product. The product is: [F:34][C:2]([F:1])([F:35])[C:3]1[CH:4]=[C:5]([NH:9][C:10]([N:12]2[C:20]3[C:15](=[CH:16][C:17]([O:21][C:22]4[CH:27]=[CH:26][N:25]=[C:24]([CH2:28][NH:39][CH:36]([CH3:38])[CH3:37])[CH:23]=4)=[CH:18][CH:19]=3)[CH:14]=[CH:13]2)=[O:11])[CH:6]=[CH:7][CH:8]=1.